The task is: Predict the product of the given reaction.. This data is from Forward reaction prediction with 1.9M reactions from USPTO patents (1976-2016). (1) Given the reactants [CH3:1][C:2]1[NH:3][C:4]2[C:9]([C:10](=O)[CH:11]=1)=[CH:8][C:7]([CH3:13])=[CH:6][CH:5]=2.[OH-].[Na+].C([O-])([O-])=O.[Na+].[Na+].P(Cl)(Cl)([Cl:24])=O, predict the reaction product. The product is: [Cl:24][C:10]1[C:9]2[C:4](=[CH:5][CH:6]=[C:7]([CH3:13])[CH:8]=2)[N:3]=[C:2]([CH3:1])[CH:11]=1. (2) Given the reactants Cl.[NH2:2][OH:3].[OH-].[Na+].[CH3:6][C:7]1[C:12]([CH:13]=O)=[C:11]([CH3:15])[CH:10]=[CH:9][N:8]=1, predict the reaction product. The product is: [CH3:6][C:7]1[C:12]([CH:13]=[N:2][OH:3])=[C:11]([CH3:15])[CH:10]=[CH:9][N:8]=1. (3) Given the reactants [C:1]([CH2:4][C:5]1[CH:13]=[C:12]([O:14][CH3:15])[CH:11]=[CH:10][C:6]=1[C:7]([OH:9])=O)(O)=O.[NH2:16][C@H:17]1[CH2:22][CH2:21][C@H:20]([C:23]([OH:25])=[O:24])[CH2:19][CH2:18]1.[CH3:26]N(C=O)C, predict the reaction product. The product is: [CH3:15][O:14][C:12]1[CH:13]=[C:5]2[C:6](=[CH:10][CH:11]=1)[C:7](=[O:9])[N:16]([C@H:17]1[CH2:22][CH2:21][C@H:20]([C:23]([OH:25])=[O:24])[CH2:19][CH2:18]1)[C:1]([CH3:26])=[CH:4]2. (4) Given the reactants Cl[C:2]1[N:3]=[N:4][C:5]2[C:6]3[CH:15]=[CH:14][CH:13]=[CH:12][C:7]=3[CH2:8][CH2:9][C:10]=2[CH:11]=1.[N:16]1[CH:21]=[CH:20][CH:19]=[CH:18][C:17]=1[N:22]1[CH2:27][CH2:26][NH:25][CH2:24][CH2:23]1.Cl.[NH4+], predict the reaction product. The product is: [N:16]1[CH:21]=[CH:20][CH:19]=[CH:18][C:17]=1[N:22]1[CH2:23][CH2:24][N:25]([C:2]2[N:3]=[N:4][C:5]3[C:6]4[CH:15]=[CH:14][CH:13]=[CH:12][C:7]=4[CH2:8][CH2:9][C:10]=3[CH:11]=2)[CH2:26][CH2:27]1. (5) Given the reactants [OH:1][CH:2]1[CH2:7][CH2:6][N:5]([C:8]([C:10]2[CH:15]=[CH:14][CH:13]=[C:12]([N+:16]([O-])=O)[CH:11]=2)=[O:9])[CH2:4][CH2:3]1.C([SiH](CC)CC)C, predict the reaction product. The product is: [NH2:16][C:12]1[CH:11]=[C:10]([C:8]([N:5]2[CH2:4][CH2:3][CH:2]([OH:1])[CH2:7][CH2:6]2)=[O:9])[CH:15]=[CH:14][CH:13]=1. (6) Given the reactants [Cl:1][C:2]1[N:3]=[C:4]([N:15]2[CH2:20][CH2:19][O:18][CH2:17][CH2:16]2)[C:5]2[S:10][C:9]([C:11]#[C:12][CH2:13][OH:14])=[CH:8][C:6]=2[N:7]=1.C(N(CC)CC)C.[CH3:28][S:29](Cl)(=[O:31])=[O:30], predict the reaction product. The product is: [Cl:1][C:2]1[N:3]=[C:4]([N:15]2[CH2:20][CH2:19][O:18][CH2:17][CH2:16]2)[C:5]2[S:10][C:9]([C:11]#[C:12][CH2:13][O:14][S:29]([CH3:28])(=[O:31])=[O:30])=[CH:8][C:6]=2[N:7]=1. (7) Given the reactants [CH:1]([N:4]1[CH2:9][CH2:8][N:7]([C:10]([C:12]2[CH:13]=[C:14]3[C:18](=[CH:19][CH:20]=2)[NH:17][C:16]([C:21]([N:23]2[CH2:28][CH2:27][N:26](S(C)(=O)=O)[CH2:25][CH2:24]2)=[O:22])=[CH:15]3)=[O:11])[CH2:6][CH2:5]1)([CH3:3])[CH3:2].N1([C:39]([N:41]2[CH2:46][CH2:45][CH2:44][CH2:43][CH2:42]2)=[O:40])CCNCC1, predict the reaction product. The product is: [CH:1]([N:4]1[CH2:9][CH2:8][N:7]([C:10]([C:12]2[CH:13]=[C:14]3[C:18](=[CH:19][CH:20]=2)[NH:17][C:16]([C:21]([N:23]2[CH2:28][CH2:27][N:26]([C:39]([N:41]4[CH2:46][CH2:45][CH2:44][CH2:43][CH2:42]4)=[O:40])[CH2:25][CH2:24]2)=[O:22])=[CH:15]3)=[O:11])[CH2:6][CH2:5]1)([CH3:3])[CH3:2]. (8) The product is: [CH3:1][C:2]1([CH3:37])[CH2:6][C:5]2([CH2:11][CH2:10][CH:9]([C:12]3[C:13]([CH2:23][N:24]([CH3:36])[CH2:25][CH2:26][N:27]([CH3:35])[C:28](=[O:34])[O:29][C:30]([CH3:31])([CH3:32])[CH3:33])=[N:14][N:15]([CH:17]4[CH2:22][CH2:21][CH2:20][CH2:19][O:18]4)[CH:16]=3)[CH2:8][CH2:7]2)[O:4][CH2:3]1. Given the reactants [CH3:1][C:2]1([CH3:37])[CH2:6][C:5]2([CH2:11][CH2:10][C:9]([C:12]3[C:13]([CH2:23][N:24]([CH3:36])[CH2:25][CH2:26][N:27]([CH3:35])[C:28](=[O:34])[O:29][C:30]([CH3:33])([CH3:32])[CH3:31])=[N:14][N:15]([CH:17]4[CH2:22][CH2:21][CH2:20][CH2:19][O:18]4)[CH:16]=3)=[CH:8][CH2:7]2)[O:4][CH2:3]1.[H][H], predict the reaction product. (9) Given the reactants C[O:2][C:3](=[O:22])[CH:4]([N:9]1[C:17]2[C:12](=[CH:13][C:14]([O:18][CH3:19])=[CH:15][CH:16]=2)[C:11](=[O:20])[C:10]1=[O:21])[CH2:5][CH:6]([CH3:8])[CH3:7].O.[OH-].[Li+], predict the reaction product. The product is: [CH3:19][O:18][C:14]1[CH:13]=[C:12]2[C:17](=[CH:16][CH:15]=1)[N:9]([CH:4]([CH2:5][CH:6]([CH3:8])[CH3:7])[C:3]([OH:22])=[O:2])[C:10](=[O:21])[C:11]2=[O:20]. (10) Given the reactants N[C:2]1[CH:3]=[CH:4][C:5]([CH3:13])=[C:6]([CH:12]=1)[C:7]([O:9][CH2:10][CH3:11])=[O:8].N([O-])=[O:15].[Na+], predict the reaction product. The product is: [OH:15][C:2]1[CH:3]=[CH:4][C:5]([CH3:13])=[C:6]([CH:12]=1)[C:7]([O:9][CH2:10][CH3:11])=[O:8].